Dataset: Full USPTO retrosynthesis dataset with 1.9M reactions from patents (1976-2016). Task: Predict the reactants needed to synthesize the given product. Given the product [Br:9][C:10]1[CH:11]=[CH:12][CH:13]=[C:14]2[C:19]=1[N:18]=[C:17]([S:20][CH3:3])[N:16]([C:21]1[CH:26]=[CH:25][CH:24]=[CH:23][CH:22]=1)[C:15]2=[O:27], predict the reactants needed to synthesize it. The reactants are: CI.[C:3]([O-])([O-])=O.[K+].[K+].[Br:9][C:10]1[CH:11]=[CH:12][CH:13]=[C:14]2[C:19]=1[NH:18][C:17](=[S:20])[N:16]([C:21]1[CH:26]=[CH:25][CH:24]=[CH:23][CH:22]=1)[C:15]2=[O:27].O.